From a dataset of Full USPTO retrosynthesis dataset with 1.9M reactions from patents (1976-2016). Predict the reactants needed to synthesize the given product. (1) Given the product [CH3:27][O:26][C:22]1[CH:21]=[C:18]([CH:17]=[C:16]([O:15][CH3:14])[C:23]=1[O:24][CH3:25])[CH:19]=[N:5][CH2:4][CH:3]([O:6][CH3:7])[O:2][CH3:1], predict the reactants needed to synthesize it. The reactants are: [CH3:1][O:2][CH:3]([O:6][CH3:7])[CH2:4][NH2:5].[O-]S([O-])(=O)=O.[Mg+2].[CH3:14][O:15][C:16]1[CH:17]=[C:18]([CH:21]=[C:22]([O:26][CH3:27])[C:23]=1[O:24][CH3:25])[CH:19]=O. (2) Given the product [CH2:20]([O:27][CH2:28][CH2:29][CH2:30][C:4]([C:6]1[C:7](=[O:18])[NH:8][C:9]2[C:14]([C:15]=1[OH:16])=[CH:13][C:12]([Cl:17])=[CH:11][CH:10]=2)=[O:5])[C:21]1[CH:26]=[CH:25][CH:24]=[CH:23][CH:22]=1, predict the reactants needed to synthesize it. The reactants are: CON(C)[C:4]([C:6]1[C:7](=[O:18])[NH:8][C:9]2[C:14]([C:15]=1[OH:16])=[CH:13][C:12]([Cl:17])=[CH:11][CH:10]=2)=[O:5].[CH2:20]([O:27][CH2:28][CH2:29][CH2:30][Mg]Br)[C:21]1[CH:26]=[CH:25][CH:24]=[CH:23][CH:22]=1. (3) The reactants are: [I:1][CH2:2][CH2:3][C@H:4]([C:6]1[CH:11]=[CH:10][CH:9]=[CH:8][CH:7]=1)[OH:5].[F:12][C:13]1[C:21]2[CH:20]=[C:19]([C:22]#[N:23])[S:18][C:17]=2[C:16](O)=[CH:15][CH:14]=1. Given the product [F:12][C:13]1[C:21]2[CH:20]=[C:19]([C:22]#[N:23])[S:18][C:17]=2[C:16]([O:5][C@H:4]([C:6]2[CH:11]=[CH:10][CH:9]=[CH:8][CH:7]=2)[CH2:3][CH2:2][I:1])=[CH:15][CH:14]=1, predict the reactants needed to synthesize it. (4) Given the product [CH2:7]([O:9][C:10](=[O:22])[C:11]([C:13]1[C:21]2[C:16](=[CH:17][CH:18]=[CH:19][CH:20]=2)[N:15]([CH2:2][CH2:3][N:4]([CH3:6])[CH3:5])[CH:14]=1)=[O:12])[CH3:8], predict the reactants needed to synthesize it. The reactants are: Cl[CH2:2][CH2:3][N:4]([CH3:6])[CH3:5].[CH2:7]([O:9][C:10](=[O:22])[C:11]([C:13]1[C:21]2[C:16](=[CH:17][CH:18]=[CH:19][CH:20]=2)[NH:15][CH:14]=1)=[O:12])[CH3:8].C([O-])([O-])=O.[Cs+].[Cs+].